Dataset: M1 muscarinic receptor antagonist screen with 61,756 compounds. Task: Binary Classification. Given a drug SMILES string, predict its activity (active/inactive) in a high-throughput screening assay against a specified biological target. (1) The molecule is Oc1cc2c(n(c(c2C(O)=O)C)c2ccccc2)cc1. The result is 0 (inactive). (2) The drug is FC(F)(F)c1nc(NCC2OCCC2)nc(c1)c1ccc(F)cc1. The result is 0 (inactive). (3) The compound is O(C(=O)C1CCN(CC1)Cc1c([nH]nc1)c1ccccc1)CC. The result is 0 (inactive). (4) The molecule is Clc1cc(n2c3[nH]c(SCC(=O)NCC4OCCC4)nc(=O)c3sc2=S)c(OC)cc1. The result is 0 (inactive). (5) The molecule is s1nnc(C(=O)N(C2CC2)C(C(=O)NC(C)(C)C)c2ccccc2)c1. The result is 0 (inactive). (6) The molecule is OC1(c2c(N(C1=O)Cc1cc3OCOc3cc1)cccc2)c1c2c([nH]c1C)cccc2. The result is 0 (inactive). (7) The drug is O(c1ccc(Cc2c([nH]c(nc2=O)N)COCC)cc1)C(C)C. The result is 0 (inactive). (8) The compound is S(=O)(=O)(Nc1ccc(OC)nc1)c1c(cccc1)C(OC)=O. The result is 0 (inactive).